This data is from Full USPTO retrosynthesis dataset with 1.9M reactions from patents (1976-2016). The task is: Predict the reactants needed to synthesize the given product. (1) Given the product [C:1]1([C:12]([NH:14][CH:15]([CH2:36][C:37]2[CH:42]=[CH:41][CH:40]=[C:39]([O:43][C:44]([F:48])([F:49])[CH:45]([F:46])[F:47])[CH:38]=2)[CH:16]([C:18]2[CH:35]=[CH:34][C:21]([O:22][CH2:23][C:24]3[CH:33]=[CH:32][C:27]([C:28]([OH:30])=[O:29])=[CH:26][CH:25]=3)=[CH:20][CH:19]=2)[OH:17])=[O:13])[C:6]2[CH:7]=[CH:8][CH2:9][CH2:10][CH2:11][C:5]=2[CH:4]=[CH:3][CH:2]=1, predict the reactants needed to synthesize it. The reactants are: [C:1]1([C:12]([NH:14][CH:15]([CH2:36][C:37]2[CH:42]=[CH:41][CH:40]=[C:39]([O:43][C:44]([F:49])([F:48])[CH:45]([F:47])[F:46])[CH:38]=2)[CH:16]([C:18]2[CH:35]=[CH:34][C:21]([O:22][CH2:23][C:24]3[CH:33]=[CH:32][C:27]([C:28]([O:30]C)=[O:29])=[CH:26][CH:25]=3)=[CH:20][CH:19]=2)[OH:17])=[O:13])[C:6]2[CH:7]=[CH:8][CH2:9][CH2:10][CH2:11][C:5]=2[CH:4]=[CH:3][CH:2]=1.[OH-].[Na+].Cl. (2) Given the product [CH3:23][NH:24][C:25]1[N:26]=[C:27]([NH:35][CH2:36][C:37]#[CH:38])[N:28]=[C:29]([NH:31][CH2:32][C:33]#[CH:34])[N:30]=1, predict the reactants needed to synthesize it. The reactants are: ClC1N=C(NCC#C)N=C(NCC#C)N=1.CN.C1COCC1.[CH3:23][NH:24][C:25]1[N:30]=[C:29]([NH:31][CH2:32][CH2:33][CH3:34])[N:28]=[C:27]([NH:35][CH2:36][C:37]#[CH:38])[N:26]=1. (3) The reactants are: [C:1]([C:3]1[CH:4]=[N:5][N:6]2[C:11]([C:12]([F:15])([F:14])[F:13])=[CH:10][C:9]([C:16]3[CH:21]=[CH:20][C:19]([C:22]([F:25])([F:24])[F:23])=[CH:18][CH:17]=3)=[N:8][C:7]=12)#[CH:2].Br[C:27]1[C:28]([CH3:33])=[N:29][CH:30]=[CH:31][CH:32]=1. Given the product [CH3:33][C:28]1[C:27]([C:2]#[C:1][C:3]2[CH:4]=[N:5][N:6]3[C:11]([C:12]([F:14])([F:13])[F:15])=[CH:10][C:9]([C:16]4[CH:21]=[CH:20][C:19]([C:22]([F:25])([F:24])[F:23])=[CH:18][CH:17]=4)=[N:8][C:7]=23)=[CH:32][CH:31]=[CH:30][N:29]=1, predict the reactants needed to synthesize it. (4) The reactants are: [CH3:1][N:2]1[CH:6]=[C:5]([NH:7][C:8]2[N:13]=[C:12]3[N:14]([CH2:17][C:18]4[CH:27]=[CH:26][CH:25]=[CH:24][C:19]=4[C:20]([O:22]C)=[O:21])[N:15]=[CH:16][C:11]3=[CH:10][N:9]=2)[CH:4]=[N:3]1.[OH-].[Na+].Cl. Given the product [CH3:1][N:2]1[CH:6]=[C:5]([NH:7][C:8]2[N:13]=[C:12]3[N:14]([CH2:17][C:18]4[CH:27]=[CH:26][CH:25]=[CH:24][C:19]=4[C:20]([OH:22])=[O:21])[N:15]=[CH:16][C:11]3=[CH:10][N:9]=2)[CH:4]=[N:3]1, predict the reactants needed to synthesize it. (5) Given the product [C:22]([C:12]1[C:11]([C:28]2[CH:29]=[CH:30][C:31]([NH:34][C:35]([NH:37][C:38]3[CH:43]=[C:42]([C:44]([F:45])([F:47])[F:46])[CH:41]=[CH:40][N:39]=3)=[O:36])=[CH:32][CH:33]=2)=[C:10]2[N:9]([C:13]=1[CH2:14][N:15]1[CH2:20][CH2:19][N:18]([CH3:21])[CH2:17][CH2:16]1)[N:8]=[CH:7][N:6]=[C:5]2[NH2:4])(=[O:23])[CH3:1], predict the reactants needed to synthesize it. The reactants are: [CH3:1][Mg]Br.[NH2:4][C:5]1[C:10]2=[C:11]([C:28]3[CH:33]=[CH:32][C:31]([NH:34][C:35]([NH:37][C:38]4[CH:43]=[C:42]([C:44]([F:47])([F:46])[F:45])[CH:41]=[CH:40][N:39]=4)=[O:36])=[CH:30][CH:29]=3)[C:12]([C:22](N(OC)C)=[O:23])=[C:13]([CH2:14][N:15]3[CH2:20][CH2:19][N:18]([CH3:21])[CH2:17][CH2:16]3)[N:9]2[N:8]=[CH:7][N:6]=1.